This data is from Full USPTO retrosynthesis dataset with 1.9M reactions from patents (1976-2016). The task is: Predict the reactants needed to synthesize the given product. (1) Given the product [C:39]([C@@H:35]1[CH2:36][CH2:37][CH2:38][C@@H:34]1[NH:33][C:26](=[O:27])[C:25]1[CH:29]=[CH:30][C:22]([NH:21][C:19]2[N:18]=[CH:17][C:8]3[N:9]([CH3:16])[C:10](=[O:15])[C:11]([F:14])([F:13])[CH2:12][N:6]([CH:1]4[CH2:2][CH2:3][CH2:4][CH2:5]4)[C:7]=3[N:20]=2)=[C:23]([O:31][CH3:32])[CH:24]=1)(=[O:40])[NH2:41], predict the reactants needed to synthesize it. The reactants are: [CH:1]1([N:6]2[CH2:12][C:11]([F:14])([F:13])[C:10](=[O:15])[N:9]([CH3:16])[C:8]3[CH:17]=[N:18][C:19]([NH:21][C:22]4[CH:30]=[CH:29][C:25]([C:26](O)=[O:27])=[CH:24][C:23]=4[O:31][CH3:32])=[N:20][C:7]2=3)[CH2:5][CH2:4][CH2:3][CH2:2]1.[NH2:33][C@H:34]1[CH2:38][CH2:37][CH2:36][C@H:35]1[C:39]([NH2:41])=[O:40].F[P-](F)(F)(F)(F)F.CN(C(N(C)C)=[N+]1C2C(=NC=CC=2)[N+]([O-])=N1)C.C(N(C(C)C)CC)(C)C. (2) Given the product [C:46]([OH:51])([C:47]([F:50])([F:49])[F:48])=[O:16].[F:1][C:2]1[CH:7]=[C:6]([S:8]([CH3:9])=[O:32])[CH:5]=[CH:4][C:3]=1[C:10]1[N:15]=[CH:14][C:13]([O:16][CH2:17][CH:18]2[CH2:23][CH2:22][N:21]([C:24]([O:26][CH:27]([CH3:29])[CH3:28])=[O:25])[CH2:20][CH2:19]2)=[CH:12][CH:11]=1, predict the reactants needed to synthesize it. The reactants are: [F:1][C:2]1[CH:7]=[C:6]([S:8][CH3:9])[CH:5]=[CH:4][C:3]=1[C:10]1[N:15]=[CH:14][C:13]([O:16][CH2:17][CH:18]2[CH2:23][CH2:22][N:21]([C:24]([O:26][CH:27]([CH3:29])[CH3:28])=[O:25])[CH2:20][CH2:19]2)=[CH:12][CH:11]=1.OO.[O-:32]S([O-])=O.[Na+].[Na+].CCOC(C)=O.FC(F)(F)[CH:46]([OH:51])[C:47]([F:50])([F:49])[F:48]. (3) Given the product [CH2:1]([O:3][C:4]1[CH:5]=[C:6]([C:13]2[O:17][N:16]=[C:15]([C:18]3[CH:26]=[CH:25][CH:24]=[C:23]4[C:19]=3[CH2:20][CH2:21][N:22]4[C:27]([NH:29][CH2:30][CH2:31][C:32]([OH:34])=[O:33])=[O:28])[N:14]=2)[CH:7]=[CH:8][C:9]=1[O:10][CH2:11][CH3:12])[CH3:2], predict the reactants needed to synthesize it. The reactants are: [CH2:1]([O:3][C:4]1[CH:5]=[C:6]([C:13]2[O:17][N:16]=[C:15]([C:18]3[CH:26]=[CH:25][CH:24]=[C:23]4[C:19]=3[CH2:20][CH2:21][N:22]4[C:27]([NH:29][CH2:30][CH2:31][C:32]([O:34]CC)=[O:33])=[O:28])[N:14]=2)[CH:7]=[CH:8][C:9]=1[O:10][CH2:11][CH3:12])[CH3:2].C(C1C=CC(NC(=O)NCCC(OCC)=O)=CC=1)CCCCCCC. (4) Given the product [Br:1][C:2]1[C:3]2[O:33][CH2:5][CH2:6][N:7]([C:12](=[O:25])[CH2:13][CH2:14][CH2:15][O:16][C:17]3[CH:22]=[CH:21][CH:20]=[C:19]([CH3:23])[C:18]=3[CH3:24])[C:8]=2[CH:9]=[CH:10][CH:11]=1, predict the reactants needed to synthesize it. The reactants are: [Br:1][C:2]1[CH:11]=[CH:10][CH:9]=[C:8]2[C:3]=1C[CH2:5][CH2:6][N:7]2[C:12](=[O:25])[CH2:13][CH2:14][CH2:15][O:16][C:17]1[CH:22]=[CH:21][CH:20]=[C:19]([CH3:23])[C:18]=1[CH3:24].BrC1C2[O:33]CCNC=2C=CC=1. (5) The reactants are: [CH:1]1([CH:4]([C:9]2[CH:14]=[CH:13][CH:12]=[C:11]([OH:15])[CH:10]=2)[CH2:5][C:6]([OH:8])=[O:7])[CH2:3][CH2:2]1.S(=O)(=O)(O)O.O.[Cl-].[Na+].[CH3:24]O. Given the product [CH:1]1([CH:4]([C:9]2[CH:14]=[CH:13][CH:12]=[C:11]([OH:15])[CH:10]=2)[CH2:5][C:6]([O:8][CH3:24])=[O:7])[CH2:3][CH2:2]1, predict the reactants needed to synthesize it.